From a dataset of Catalyst prediction with 721,799 reactions and 888 catalyst types from USPTO. Predict which catalyst facilitates the given reaction. (1) Reactant: [F:1][C:2]([F:73])([C@H:34]1[C@H:39]([O:40]CC2C=CC=CC=2)[C@@H:38]([O:48]CC2C=CC=CC=2)[C@H:37]([O:56]CC2C=CC=CC=2)[C@@H:36]([CH2:64][O:65]CC2C=CC=CC=2)[O:35]1)[CH2:3][NH:4][C@@H:5]1[C:17]2[C:9](=[CH:10][C:11]3[O:15][CH2:14][O:13][C:12]=3[CH:16]=2)[C@@H:8]([C:18]2[CH:23]=[C:22]([O:24][CH3:25])[C:21]([O:26][CH3:27])=[C:20]([O:28][CH3:29])[CH:19]=2)[C@H:7]2[C:30](=[O:33])[O:31][CH2:32][C@H:6]12. Product: [F:73][C:2]([F:1])([C@H:34]1[C@H:39]([OH:40])[C@@H:38]([OH:48])[C@H:37]([OH:56])[C@@H:36]([CH2:64][OH:65])[O:35]1)[CH2:3][NH:4][C@@H:5]1[C:17]2[C:9](=[CH:10][C:11]3[O:15][CH2:14][O:13][C:12]=3[CH:16]=2)[C@@H:8]([C:18]2[CH:23]=[C:22]([O:24][CH3:25])[C:21]([O:26][CH3:27])=[C:20]([O:28][CH3:29])[CH:19]=2)[C@H:7]2[C:30](=[O:33])[O:31][CH2:32][C@H:6]12. The catalyst class is: 403. (2) Reactant: C([O:8][C@@H:9]1[C@@:13]([CH2:23][O:24][S:25]([C:28]2[CH:33]=[CH:32][C:31]([CH3:34])=[CH:30][CH:29]=2)(=[O:27])=[O:26])([CH2:14][O:15]CC2C=CC=CC=2)[O:12][C@@H:11]([N:35]2[CH:42]=[CH:41][C:39](=[O:40])[NH:38][C:36]2=[O:37])[C@@H:10]1[O:43][S:44]([C:47]1[CH:52]=[CH:51][C:50]([CH3:53])=[CH:49][CH:48]=1)(=[O:46])=[O:45])C1C=CC=CC=1. Product: [C:50]1([CH3:53])[CH:51]=[CH:52][C:47]([S:44]([O:43][C@@H:10]2[C@H:9]([OH:8])[C@@:13]([CH2:23][O:24][S:25]([C:28]3[CH:29]=[CH:30][C:31]([CH3:34])=[CH:32][CH:33]=3)(=[O:26])=[O:27])([CH2:14][OH:15])[O:12][C@H:11]2[N:35]2[CH:42]=[CH:41][C:39](=[O:40])[NH:38][C:36]2=[O:37])(=[O:46])=[O:45])=[CH:48][CH:49]=1. The catalyst class is: 421.